Dataset: Catalyst prediction with 721,799 reactions and 888 catalyst types from USPTO. Task: Predict which catalyst facilitates the given reaction. Reactant: [F:1][C:2]1[CH:3]=[CH:4][C:5]([CH3:9])=[C:6]([OH:8])[CH:7]=1.[CH2:10]([O:12][C:13](=[O:16])[CH2:14]Br)[CH3:11].C([O-])([O-])=O.[K+].[K+]. Product: [CH2:10]([O:12][C:13](=[O:16])[CH2:14][O:8][C:6]1[CH:7]=[C:2]([F:1])[CH:3]=[CH:4][C:5]=1[CH3:9])[CH3:11]. The catalyst class is: 3.